From a dataset of Forward reaction prediction with 1.9M reactions from USPTO patents (1976-2016). Predict the product of the given reaction. The product is: [CH3:21][O:20][C:18]1[CH:17]=[CH:16][CH:15]=[C:14]2[C:19]=1[C:11]([NH:10][S:7]([C:5]1[S:6][CH:2]=[CH:3][CH:4]=1)(=[O:8])=[O:9])=[N:12][N:13]2[CH2:22][C:23]1[CH:24]=[C:25]([CH2:29][NH:30][C:31](=[O:33])[CH3:32])[CH:26]=[CH:27][CH:28]=1. Given the reactants Cl[C:2]1[S:6][C:5]([S:7]([NH:10][C:11]2[C:19]3[C:14](=[CH:15][CH:16]=[CH:17][C:18]=3[O:20][CH3:21])[N:13]([CH2:22][C:23]3[CH:24]=[C:25]([CH2:29][NH:30][C:31](=[O:33])[CH3:32])[CH:26]=[CH:27][CH:28]=3)[N:12]=2)(=[O:9])=[O:8])=[CH:4][CH:3]=1.[H-].[Al+3].[Li+].[H-].[H-].[H-], predict the reaction product.